Dataset: Reaction yield outcomes from USPTO patents with 853,638 reactions. Task: Predict the reaction yield, written as a fraction of the theoretical maximum amount of product (1.0 means a 100% yield; for example, 0.34 means a 34% yield). (1) The product is [CH3:52][CH:51]([CH3:53])[CH2:50][CH2:49][CH2:48][CH2:47][O:46][CH2:43][CH2:44][CH2:45][CH:8]=[O:9].[CH3:45][CH:44]([CH2:43][O:46][CH2:47][CH2:48][CH2:49][CH2:50][CH:51]([CH3:53])[CH3:52])[CH:8]=[O:9]. The catalyst is C1(C)C=CC=CC=1.[Rh+]. The yield is 0.620. The reactants are CC1(C)C2C=CC=C(P(C3C=CC=CC=3)C3C=CC=CC=3)C=2[O:9][C:8]2C1=CC=CC=2P(C1C=CC=CC=1)C1C=CC=CC=1.[CH2:43]([O:46][CH2:47][CH2:48][CH2:49][CH2:50][CH:51]([CH3:53])[CH3:52])[CH:44]=[CH2:45]. (2) The reactants are [O:1]1[CH2:6][CH2:5][CH:4]([O:7][C:8]2[C:9]3[N:17]=[C:16]([C:18]4[CH:19]=[C:20]([NH2:24])[CH:21]=[N:22][CH:23]=4)[CH:15]=[CH:14][C:10]=3[N:11]=[CH:12][N:13]=2)[CH2:3][CH2:2]1.[Cl:25][C:26]1[CH:31]=[C:30]([Cl:32])[CH:29]=[CH:28][C:27]=1[S:33](Cl)(=[O:35])=[O:34]. The catalyst is N1C=CC=CC=1.C(Cl)Cl. The product is [Cl:25][C:26]1[CH:31]=[C:30]([Cl:32])[CH:29]=[CH:28][C:27]=1[S:33]([NH:24][C:20]1[CH:21]=[N:22][CH:23]=[C:18]([C:16]2[CH:15]=[CH:14][C:10]3[N:11]=[CH:12][N:13]=[C:8]([O:7][CH:4]4[CH2:5][CH2:6][O:1][CH2:2][CH2:3]4)[C:9]=3[N:17]=2)[CH:19]=1)(=[O:35])=[O:34]. The yield is 0.410. (3) The reactants are [NH2:1][C@H:2]([C@@H:6]([OH:10])[CH:7]([CH3:9])[CH3:8])[C:3]([OH:5])=[O:4].[C:11]([O-:14])(O)=[O:12].[Na+].[C:16]1([CH2:22][CH2:23][CH2:24][CH2:25][CH2:26]C2C(=O)N(C([O-])=O)C=CC=2)[CH:21]=[CH:20][CH:19]=[CH:18][CH:17]=1. The catalyst is O.C1COCC1. The product is [OH:10][C@@H:6]([CH:7]([CH3:9])[CH3:8])[C@@H:2]([NH:1][C:11]([O:14][CH2:26][CH2:25][CH2:24][CH2:23][CH2:22][C:16]1[CH:21]=[CH:20][CH:19]=[CH:18][CH:17]=1)=[O:12])[C:3]([OH:5])=[O:4]. The yield is 0.590. (4) The catalyst is C(O)C. The product is [CH3:1][C:2]1([CH:6]2[C:15]3[C:10]4=[C:11]([CH2:21][NH:18][CH2:17][CH2:16][N:9]4[CH2:8][CH2:7]2)[CH:12]=[CH:13][CH:14]=3)[CH2:5][O:4][CH2:3]1. The reactants are [CH3:1][C:2]1([CH:6]2[C:15]3[C:10](=[CH:11][CH:12]=[CH:13][CH:14]=3)[N:9]([CH2:16][CH2:17][NH2:18])[CH2:8][CH2:7]2)[CH2:5][O:4][CH2:3]1.C=O.[C:21](O)(C(F)(F)F)=O.[OH-].[Na+]. The yield is 0.510. (5) The reactants are [Cl:1][C:2]1[CH:3]=[CH:4][C:5]([CH3:26])=[C:6]([C:8]2[N:13]=[C:12]([NH2:14])[N:11]=[C:10]([NH:15][C:16]3[CH:21]=[CH:20][C:19]([C:22]([F:25])([F:24])[F:23])=[CH:18][CH:17]=3)[CH:9]=2)[CH:7]=1.[C:27]1(=O)[O:32][C:30](=[O:31])[CH2:29][CH2:28]1. The catalyst is C1(C)C=CC=CC=1. The product is [Cl:1][C:2]1[CH:3]=[CH:4][C:5]([CH3:26])=[C:6]([C:8]2[CH:9]=[C:10]([NH:15][C:16]3[CH:17]=[CH:18][C:19]([C:22]([F:23])([F:25])[F:24])=[CH:20][CH:21]=3)[N:11]=[C:12]([N:14]3[C:30](=[O:31])[CH2:29][CH2:28][C:27]3=[O:32])[N:13]=2)[CH:7]=1. The yield is 0.960. (6) The reactants are [NH2:1][C:2]1[CH:7]=[CH:6][C:5]([CH2:8][CH2:9][OH:10])=[CH:4][CH:3]=1.[CH3:11][CH:12]([CH3:21])[C:13](O[C:13](=[O:14])[CH:12]([CH3:21])[CH3:11])=[O:14]. The catalyst is CC(C)=O.CC(C)C(OC(=O)C(C)C)=O. The product is [OH:10][CH2:9][CH2:8][C:5]1[CH:6]=[CH:7][C:2]([NH:1][C:13](=[O:14])[CH:12]([CH3:21])[CH3:11])=[CH:3][CH:4]=1. The yield is 0.970.